Task: Regression. Given two drug SMILES strings and cell line genomic features, predict the synergy score measuring deviation from expected non-interaction effect.. Dataset: NCI-60 drug combinations with 297,098 pairs across 59 cell lines (1) Drug 1: CS(=O)(=O)C1=CC(=C(C=C1)C(=O)NC2=CC(=C(C=C2)Cl)C3=CC=CC=N3)Cl. Drug 2: CC1C(C(CC(O1)OC2CC(CC3=C2C(=C4C(=C3O)C(=O)C5=CC=CC=C5C4=O)O)(C(=O)C)O)N)O. Cell line: SF-295. Synergy scores: CSS=43.2, Synergy_ZIP=1.43, Synergy_Bliss=1.40, Synergy_Loewe=2.50, Synergy_HSA=3.44. (2) Drug 1: C1CCC(C1)C(CC#N)N2C=C(C=N2)C3=C4C=CNC4=NC=N3. Drug 2: C1=CC(=CC=C1CC(C(=O)O)N)N(CCCl)CCCl.Cl. Cell line: KM12. Synergy scores: CSS=24.2, Synergy_ZIP=-1.70, Synergy_Bliss=-1.18, Synergy_Loewe=0.519, Synergy_HSA=0.822.